From a dataset of Reaction yield outcomes from USPTO patents with 853,638 reactions. Predict the reaction yield, written as a fraction of the theoretical maximum amount of product (1.0 means a 100% yield; for example, 0.34 means a 34% yield). (1) The reactants are C[C:2]1[CH:10]=[CH:9][C:5]([C:6]([OH:8])=[O:7])=[C:4]([N:11]([S:13]([C:16]2[CH:21]=[CH:20][C:19](F)=[CH:18][CH:17]=2)(=[O:15])=[O:14])[CH3:12])[C:3]=1[CH3:23].[OH:24][CH2:25][CH2:26][CH2:27][NH:28][C:29]([C:31]1[NH:32][C:33]2[C:38]([CH:39]=1)=[CH:37][CH:36]=[CH:35][CH:34]=2)=[O:30]. No catalyst specified. The product is [NH:32]1[C:33]2[C:38](=[CH:37][CH:36]=[CH:35][CH:34]=2)[CH:39]=[C:31]1[C:29]([NH:28][CH2:27][CH2:26][CH2:25][O:24][C:19]1[CH:20]=[CH:21][C:16]([S:13]([N:11]([CH3:12])[C:4]2[C:3]([CH3:23])=[CH:2][CH:10]=[CH:9][C:5]=2[C:6]([OH:8])=[O:7])(=[O:15])=[O:14])=[CH:17][CH:18]=1)=[O:30]. The yield is 0.910. (2) The reactants are [Cl:1][C:2]1[CH:3]=[C:4]([C:12]2[O:16][N:15]=[C:14]([C:17]3[CH:18]=[C:19]4[C:23](=[CH:24][CH:25]=3)[N:22]([CH2:26][C:27]([CH3:34])([CH3:33])[C:28]([O:30]CC)=[O:29])[N:21]=[CH:20]4)[N:13]=2)[CH:5]=[CH:6][C:7]=1[O:8][CH:9]([CH3:11])[CH3:10].[OH-].[Na+]. The catalyst is C1COCC1. The product is [Cl:1][C:2]1[CH:3]=[C:4]([C:12]2[O:16][N:15]=[C:14]([C:17]3[CH:18]=[C:19]4[C:23](=[CH:24][CH:25]=3)[N:22]([CH2:26][C:27]([CH3:34])([CH3:33])[C:28]([OH:30])=[O:29])[N:21]=[CH:20]4)[N:13]=2)[CH:5]=[CH:6][C:7]=1[O:8][CH:9]([CH3:11])[CH3:10]. The yield is 0.910. (3) The reactants are [OH-].[Na+].C([O:6][C:7]1[CH:33]=[CH:32][C:31]([Cl:34])=[CH:30][C:8]=1[C:9]([NH:11][CH2:12][C:13](=[O:29])[NH:14][C:15]1[CH:20]=[C:19]([C:21]([F:24])([F:23])[F:22])[CH:18]=[C:17]([C:25]([F:28])([F:27])[F:26])[CH:16]=1)=[O:10])(=O)C.Cl. The catalyst is CO.O1CCCC1. The product is [Cl:34][C:31]1[CH:32]=[CH:33][C:7]([OH:6])=[C:8]([CH:30]=1)[C:9]([NH:11][CH2:12][C:13](=[O:29])[NH:14][C:15]1[CH:16]=[C:17]([C:25]([F:27])([F:28])[F:26])[CH:18]=[C:19]([C:21]([F:22])([F:23])[F:24])[CH:20]=1)=[O:10]. The yield is 0.637. (4) The reactants are [Cl:1][C:2]1[CH:10]=[C:9]2[C:5]([CH:6]=[CH:7][NH:8]2)=[CH:4][C:3]=1B1OCC(C)(C)CO1.[C:19](=[O:22])([O-])[O-].[K+].[K+].Br[C:26]1[CH:27]=[N:28][C:29]([N:32]([CH3:34])[CH3:33])=[N:30][CH:31]=1. The catalyst is O1CCOCC1.CN(C=O)C.C1C=CC(P(C2C=CC=CC=2)[C-]2C=CC=C2)=CC=1.C1C=CC(P(C2C=CC=CC=2)[C-]2C=CC=C2)=CC=1.Cl[Pd]Cl.[Fe+2]. The product is [Cl:1][C:2]1[CH:10]=[C:9]2[C:5]([C:6]([CH:19]=[O:22])=[CH:7][NH:8]2)=[CH:4][C:3]=1[C:26]1[CH:27]=[N:28][C:29]([N:32]([CH3:34])[CH3:33])=[N:30][CH:31]=1. The yield is 0.583.